Task: Predict the reaction yield, written as a fraction of the theoretical maximum amount of product (1.0 means a 100% yield; for example, 0.34 means a 34% yield).. Dataset: Reaction yield outcomes from USPTO patents with 853,638 reactions (1) The reactants are [CH3:1][C:2]1[C:16](=[O:17])[N:15]=[C:14]2[N:4]([C@@H:5]3[O:9][C@H:8]([CH2:10][OH:11])[C@@H:7]([OH:12])[C@@H:6]3[O:13]2)[CH:3]=1.[CH3:18][O:19][CH2:20][CH2:21][O:22]B([O:22][CH2:21][CH2:20][O:19][CH3:18])[O:22][CH2:21][CH2:20][O:19][CH3:18]. The catalyst is COCCO. The product is [CH3:18][O:19][CH2:20][CH2:21][O:22][C@@H:6]1[C@H:7]([OH:12])[C@@H:8]([CH2:10][OH:11])[O:9][C@H:5]1[N:4]1[CH:3]=[C:2]([CH3:1])[C:16](=[O:17])[NH:15][C:14]1=[O:13]. The yield is 0.630. (2) The reactants are [AlH4-].[Li+].[S:3]1[C:7]2[CH:8]=[CH:9][CH:10]=[CH:11][C:6]=2[N:5]=[C:4]1[NH:12][C:13]1[CH:23]=[CH:22][C:16]([C:17](OCC)=[O:18])=[CH:15][CH:14]=1.C(Cl)Cl.CO. The catalyst is C1COCC1.O. The product is [S:3]1[C:7]2[CH:8]=[CH:9][CH:10]=[CH:11][C:6]=2[N:5]=[C:4]1[NH:12][C:13]1[CH:23]=[CH:22][C:16]([CH2:17][OH:18])=[CH:15][CH:14]=1. The yield is 0.860. (3) The reactants are [C:1]([O:5][C:6]([C@@H:8]1[CH2:12][CH2:11][C:10](=[O:13])[N:9]1[C:14](=[O:23])[C:15]1[CH:20]=[CH:19][CH:18]=[CH:17][C:16]=1[CH2:21]Br)=[O:7])([CH3:4])([CH3:3])[CH3:2].[CH2:24]([O:26][P:27]([O:31]CC)[O:28][CH2:29][CH3:30])[CH3:25]. No catalyst specified. The product is [C:1]([O:5][C:6]([C@@H:8]1[CH2:12][CH2:11][C:10](=[O:13])[N:9]1[C:14](=[O:23])[C:15]1[CH:20]=[CH:19][CH:18]=[CH:17][C:16]=1[CH2:21][P:27]([O:28][CH2:29][CH3:30])([O:26][CH2:24][CH3:25])=[O:31])=[O:7])([CH3:4])([CH3:3])[CH3:2]. The yield is 0.840. (4) The reactants are [Cl:1][C:2]1[CH:7]=[C:6]([Cl:8])[CH:5]=[CH:4][C:3]=1[C:9](=O)[CH3:10].[NH2:12][C:13]([NH2:15])=[S:14]. No catalyst specified. The product is [NH2:15][C:13]1[S:14][CH:10]=[C:9]([C:3]2[CH:4]=[CH:5][C:6]([Cl:8])=[CH:7][C:2]=2[Cl:1])[N:12]=1. The yield is 0.971. (5) The reactants are [Cl:1][C:2]1[CH:7]=[CH:6][C:5]([O:8]C)=[CH:4][C:3]=1[C:10]1[CH:34]=[C:33]([CH3:35])[C:13]2[N:14]=[C:15]([NH:18][C:19]3[CH:24]=[CH:23][CH:22]=[C:21]([S:25][CH2:26][CH2:27][N:28]4[CH2:32][CH2:31][CH2:30][CH2:29]4)[CH:20]=3)[N:16]=[N:17][C:12]=2[CH:11]=1.B(Br)(Br)Br. The catalyst is C(Cl)Cl. The product is [Cl:1][C:2]1[CH:7]=[CH:6][C:5]([OH:8])=[CH:4][C:3]=1[C:10]1[CH:34]=[C:33]([CH3:35])[C:13]2[N:14]=[C:15]([NH:18][C:19]3[CH:24]=[CH:23][CH:22]=[C:21]([S:25][CH2:26][CH2:27][N:28]4[CH2:29][CH2:30][CH2:31][CH2:32]4)[CH:20]=3)[N:16]=[N:17][C:12]=2[CH:11]=1. The yield is 0.220. (6) The reactants are [F:1][C:2]([F:18])([F:17])/[C:3](/[C:6]1[CH:7]=[C:8]([CH:14]=[CH:15][CH:16]=1)[C:9]([O:11][CH2:12][CH3:13])=[O:10])=[N:4]/[OH:5].[CH3:19][C:20]1[CH:25]=[CH:24][C:23]([S:26](Cl)(=[O:28])=[O:27])=[CH:22][CH:21]=1. The catalyst is ClCCl.CN(C1C=CN=CC=1)C.O. The product is [F:1][C:2]([F:17])([F:18])/[C:3](/[C:6]1[CH:7]=[C:8]([CH:14]=[CH:15][CH:16]=1)[C:9]([O:11][CH2:12][CH3:13])=[O:10])=[N:4]/[O:5][S:26]([C:23]1[CH:24]=[CH:25][C:20]([CH3:19])=[CH:21][CH:22]=1)(=[O:28])=[O:27]. The yield is 0.780.